Dataset: Full USPTO retrosynthesis dataset with 1.9M reactions from patents (1976-2016). Task: Predict the reactants needed to synthesize the given product. (1) Given the product [F:1][C:2]1[C:3]([CH2:8][O:9][C:10]2[CH:11]=[CH:12][C:13]([CH3:29])=[C:14]([N:16]3[CH2:21][C:20]4[C:22](=[O:26])[NH:23][CH:24]=[CH:25][C:19]=4[NH:18][C:17]3=[O:28])[CH:15]=2)=[N:4][CH:5]=[CH:6][CH:7]=1, predict the reactants needed to synthesize it. The reactants are: [F:1][C:2]1[C:3]([CH2:8][O:9][C:10]2[CH:11]=[CH:12][C:13]([CH3:29])=[C:14]([N:16]3[CH2:21][C:20]4[C:22]([O:26]C)=[N:23][CH:24]=[CH:25][C:19]=4[NH:18][C:17]3=[O:28])[CH:15]=2)=[N:4][CH:5]=[CH:6][CH:7]=1.C[Si](I)(C)C.CS(C)=O.O. (2) Given the product [CH3:3][O:4][C:5]1[CH:10]=[CH:9][C:8]([CH2:11][O:12][C:37]2[C:36]3[C:31](=[C:32]([Cl:42])[C:33]([O:40][CH3:41])=[CH:34][CH:35]=3)[NH:30][C:29]([Cl:28])([CH:14]=[O:15])[CH:38]=2)=[CH:7][CH:6]=1, predict the reactants needed to synthesize it. The reactants are: [H-].[Na+].[CH3:3][O:4][C:5]1[CH:6]=[CH:7][C:8]([CH2:11][OH:12])=[CH:9][CH:10]=1.C1OCCOCCOCCOCC[O:15][CH2:14]1.[Cl:28][C:29]1[CH:38]=[C:37](Cl)[C:36]2[C:31](=[C:32]([Cl:42])[C:33]([O:40][CH3:41])=[CH:34][CH:35]=2)[N:30]=1.[NH4+].[Cl-]. (3) The reactants are: [OH:1][C@@H:2]1[CH2:22][N:5]2[C:6](=[O:21])[CH2:7][CH2:8][N:9]([C:11]3[CH:16]=[CH:15][C:14]([C:17]([F:20])([F:19])[F:18])=[CH:13][N:12]=3)[CH2:10][C@@H:4]2[CH2:3]1.Br[C:24]1[CH:29]=[N:28][C:27]([CH:30]2[CH2:32][CH2:31]2)=[CH:26][N:25]=1.CC(C)([O-])C.[K+]. Given the product [CH:30]1([C:27]2[N:28]=[CH:29][C:24]([O:1][C@@H:2]3[CH2:22][N:5]4[C:6](=[O:21])[CH2:7][CH2:8][N:9]([C:11]5[CH:16]=[CH:15][C:14]([C:17]([F:19])([F:20])[F:18])=[CH:13][N:12]=5)[CH2:10][C@@H:4]4[CH2:3]3)=[N:25][CH:26]=2)[CH2:32][CH2:31]1, predict the reactants needed to synthesize it. (4) Given the product [Cl:5][C:6]1[CH:7]=[CH:8][C:9]([CH:21]([NH:25][C:26]2[CH:27]=[CH:28][C:29]([O:32][CH3:33])=[CH:30][CH:31]=2)[CH:22]([F:24])[F:23])=[C:10]([CH:20]=1)[CH2:11][NH:12][C:13](=[O:19])[C@@H:14]1[CH2:18][CH2:17][CH2:16][N:15]1[C:34](=[O:43])[C@@H:35]([CH:37]1[CH2:42][CH2:41][CH2:40][CH2:39][CH2:38]1)[OH:36], predict the reactants needed to synthesize it. The reactants are: C(Cl)CCl.[Cl:5][C:6]1[CH:7]=[CH:8][C:9]([CH:21]([NH:25][C:26]2[CH:31]=[CH:30][C:29]([O:32][CH3:33])=[CH:28][CH:27]=2)[CH:22]([F:24])[F:23])=[C:10]([CH:20]=1)[CH2:11][NH:12][C:13](=[O:19])[C@@H:14]1[CH2:18][CH2:17][CH2:16][NH:15]1.[C:34](O)(=[O:43])[C@@H:35]([CH:37]1[CH2:42][CH2:41][CH2:40][CH2:39][CH2:38]1)[OH:36].C1C=NC2N(O)N=NC=2C=1.